The task is: Predict which catalyst facilitates the given reaction.. This data is from Catalyst prediction with 721,799 reactions and 888 catalyst types from USPTO. (1) Reactant: [H-].[Na+].[OH:3][C:4]1[C:11]([CH3:12])=[CH:10][C:7]([C:8]#[N:9])=[CH:6][C:5]=1[CH3:13].[Cl:14][C:15]1[N:16]=[C:17](Cl)[C:18]2[N:23]([CH3:24])[CH:22]=[CH:21][C:19]=2[N:20]=1. Product: [Cl:14][C:15]1[N:16]=[C:17]([O:3][C:4]2[C:5]([CH3:13])=[CH:6][C:7]([C:8]#[N:9])=[CH:10][C:11]=2[CH3:12])[C:18]2[N:23]([CH3:24])[CH:22]=[CH:21][C:19]=2[N:20]=1. The catalyst class is: 179. (2) Reactant: [NH2:1][C:2]1[CH:3]=[C:4]2[C:9](=[CH:10][CH:11]=1)[C:8]([OH:12])=[CH:7][CH:6]=[CH:5]2.[CH3:13][O:14][CH2:15][CH2:16]O.CCOC(/N=N/C(OCC)=O)=O.C1(P(C2C=CC=CC=2)C2C=CC=CC=2)C=CC=CC=1. Product: [CH3:13][O:14][CH2:15][CH2:16][O:12][C:8]1[CH:7]=[CH:6][CH:5]=[C:4]2[C:9]=1[CH:10]=[CH:11][C:2]([NH2:1])=[CH:3]2. The catalyst class is: 1. (3) Reactant: [CH3:1][O:2][CH2:3][C:4]1([N:10]([C:15]2[CH:20]=[CH:19][CH:18]=[CH:17][CH:16]=2)[C:11](=[O:14])[CH2:12][CH3:13])[CH2:9][CH2:8][NH:7][CH2:6][CH2:5]1.CS(O[CH2:26][CH2:27][C:28]1[S:29][CH:30]=[CH:31][CH:32]=1)(=O)=O.C(N(CC)CC)C.C(=O)([O-])[O-].[K+].[K+].[I-].[K+]. Product: [CH3:1][O:2][CH2:3][C:4]1([N:10]([C:15]2[CH:16]=[CH:17][CH:18]=[CH:19][CH:20]=2)[C:11](=[O:14])[CH2:12][CH3:13])[CH2:9][CH2:8][N:7]([CH2:26][CH2:27][C:28]2[S:29][CH:30]=[CH:31][CH:32]=2)[CH2:6][CH2:5]1. The catalyst class is: 10. (4) The catalyst class is: 96. Product: [Br:1][C:2]1[N:7]2[N:8]=[C:9]([O:12][CH3:13])[C:10]([NH:11][C:21](=[O:22])[O:23][C:24]([CH3:27])([CH3:26])[CH3:25])=[C:6]2[CH:5]=[CH:4][CH:3]=1. Reactant: [Br:1][C:2]1[N:7]2[N:8]=[C:9]([O:12][CH3:13])[C:10]([NH2:11])=[C:6]2[CH:5]=[CH:4][CH:3]=1.C(N(CC)CC)C.[C:21](O[C:21]([O:23][C:24]([CH3:27])([CH3:26])[CH3:25])=[O:22])([O:23][C:24]([CH3:27])([CH3:26])[CH3:25])=[O:22].O. (5) Reactant: C(O[C:4]([C:6]1[C:7]2[S:15][CH:14]=[C:13]([CH2:16][O:17][C:18]3[CH:23]=[C:22]([NH:24][C:25](=[O:33])[C:26]4[CH:31]=[CH:30][C:29]([Cl:32])=[CH:28][CH:27]=4)[CH:21]=[CH:20][C:19]=3[CH3:34])[C:8]=2[C:9]([NH2:12])=[N:10][CH:11]=1)=[O:5])C.[CH2:35]([CH2:37][NH2:38])[OH:36]. Product: [OH:36][CH2:35][CH2:37][NH:38][C:4]([C:6]1[C:7]2[S:15][CH:14]=[C:13]([CH2:16][O:17][C:18]3[CH:23]=[C:22]([NH:24][C:25](=[O:33])[C:26]4[CH:31]=[CH:30][C:29]([Cl:32])=[CH:28][CH:27]=4)[CH:21]=[CH:20][C:19]=3[CH3:34])[C:8]=2[C:9]([NH2:12])=[N:10][CH:11]=1)=[O:5]. The catalyst class is: 16.